Task: Predict the product of the given reaction.. Dataset: Forward reaction prediction with 1.9M reactions from USPTO patents (1976-2016) (1) Given the reactants [Cl:1][C:2]1[CH:7]=[CH:6][C:5]([CH2:8][C:9]2[C:18]3[C:13](=[CH:14][CH:15]=[CH:16][CH:17]=3)[C:12](=[O:19])[N:11]([CH:20]3[CH2:25][CH2:24][NH:23][CH2:22][CH2:21]3)[N:10]=2)=[CH:4][CH:3]=1.ClC1C=CC(CC2C3C(=CC=CC=3)C(=O)N(C[C@H]3CCCN3[CH2:51][CH2:52][C:53]([O:55][CH3:56])=[O:54])N=2)=CC=1, predict the reaction product. The product is: [Cl:1][C:2]1[CH:3]=[CH:4][C:5]([CH2:8][C:9]2=[N:10][N:11]([CH:20]3[CH2:25][CH2:24][N:23]([CH2:51][CH2:52][C:53]([O:55][CH3:56])=[O:54])[CH2:22][CH2:21]3)[C:12](=[O:19])/[C:13](=[CH:14]/[CH3:15])/[C:18]/2=[CH:17]\[CH3:16])=[CH:6][CH:7]=1. (2) Given the reactants [NH2:1][C:2]1[CH:3]=[C:4]([CH:7]=[CH:8][C:9]=1[NH2:10])[C:5]#[N:6].[OH-].[Na+].[CH:13](O)=O, predict the reaction product. The product is: [NH:10]1[C:9]2[CH:8]=[CH:7][C:4]([C:5]#[N:6])=[CH:3][C:2]=2[N:1]=[CH:13]1. (3) The product is: [C:1]12([NH:11][CH2:12][C:13]3[CH:18]=[CH:17][C:16]([Si:28]([CH3:30])([CH3:29])[CH3:27])=[CH:15][CH:14]=3)[CH2:10][CH:5]3[CH2:6][CH:7]([CH2:9][CH:3]([CH2:4]3)[CH2:2]1)[CH2:8]2. Given the reactants [C:1]12([NH:11][CH2:12][C:13]3[CH:18]=[CH:17][C:16](Br)=[CH:15][CH:14]=3)[CH2:10][CH:5]3[CH2:6][CH:7]([CH2:9][CH:3]([CH2:4]3)[CH2:2]1)[CH2:8]2.N#N.[Li]CCCC.[CH3:27][Si:28](Cl)([CH3:30])[CH3:29], predict the reaction product. (4) Given the reactants [Cl:1][C:2]1[CH:13]=[C:12](I)[CH:11]=[CH:10][C:3]=1[C:4]([NH:6][CH:7]1[CH2:9][CH2:8]1)=[O:5].[C:15]([OH:19])(=O)[C:16]#[CH:17].C(NC(C)C)(C)C.O.[Cl-].COC1N=C(OC)N=C([N+]2(C)CCOCC2)N=1.[F:46][C:47]([F:61])([F:60])[CH:48]([C:50]1[CH:55]=[CH:54][CH:53]=[C:52]([C:56]([F:59])([F:58])[F:57])[CH:51]=1)[NH2:49].Cl, predict the reaction product. The product is: [Cl:1][C:2]1[CH:13]=[C:12]([C:17]#[C:16][C:15](=[O:19])[NH:49][CH:48]([C:50]2[CH:55]=[CH:54][CH:53]=[C:52]([C:56]([F:57])([F:58])[F:59])[CH:51]=2)[C:47]([F:61])([F:60])[F:46])[CH:11]=[CH:10][C:3]=1[C:4]([NH:6][CH:7]1[CH2:9][CH2:8]1)=[O:5]. (5) Given the reactants [Cl:1][C:2]1[C:6]([Cl:7])=[C:5]([CH3:8])[NH:4][C:3]=1[C:9]([NH:11][CH:12]1[CH2:17][CH2:16][N:15]([C:18]2[S:19][C:20]([C:25]([OH:27])=[O:26])=[C:21]([CH2:23][OH:24])[N:22]=2)[CH2:14][CH2:13]1)=[O:10].[C:28](OC(=O)C)(=[O:30])[CH3:29], predict the reaction product. The product is: [C:28]([O:24][CH2:23][C:21]1[N:22]=[C:18]([N:15]2[CH2:16][CH2:17][CH:12]([NH:11][C:9]([C:3]3[NH:4][C:5]([CH3:8])=[C:6]([Cl:7])[C:2]=3[Cl:1])=[O:10])[CH2:13][CH2:14]2)[S:19][C:20]=1[C:25]([OH:27])=[O:26])(=[O:30])[CH3:29]. (6) The product is: [Cl:15][C:8]1[N:7]=[CH:6][C:5]([C:4]([O:3][CH2:1][CH3:2])=[O:16])=[C:10]([NH:28][CH2:27][CH2:26][C:25]([CH3:30])([CH3:29])[CH3:24])[C:9]=1[N+:12]([O-:14])=[O:13]. Given the reactants [CH2:1]([O:3][C:4](=[O:16])[C:5]1[C:10](Cl)=[C:9]([N+:12]([O-:14])=[O:13])[C:8]([Cl:15])=[N:7][CH:6]=1)[CH3:2].CCN(CC)CC.[CH3:24][C:25]([CH3:30])([CH3:29])[CH2:26][CH2:27][NH2:28], predict the reaction product. (7) Given the reactants [NH2:1][C:2]1[C:7]([C:8]([C:10]2[C:15]([O:16][CH3:17])=[CH:14][CH:13]=[C:12]([F:18])[C:11]=2F)=[O:9])=[CH:6][N:5]=[C:4]([NH:20][CH:21]2[CH2:26][CH2:25][N:24]([S:27]([CH3:30])(=[O:29])=[O:28])[CH2:23][CH2:22]2)[N:3]=1.[CH3:31][O-:32].[Na+], predict the reaction product. The product is: [NH2:1][C:2]1[C:7]([C:8]([C:10]2[C:15]([O:16][CH3:17])=[CH:14][CH:13]=[C:12]([F:18])[C:11]=2[O:32][CH3:31])=[O:9])=[CH:6][N:5]=[C:4]([NH:20][CH:21]2[CH2:22][CH2:23][N:24]([S:27]([CH3:30])(=[O:29])=[O:28])[CH2:25][CH2:26]2)[N:3]=1.